The task is: Regression. Given a peptide amino acid sequence and an MHC pseudo amino acid sequence, predict their binding affinity value. This is MHC class II binding data.. This data is from Peptide-MHC class II binding affinity with 134,281 pairs from IEDB. (1) The peptide sequence is FRQHINYVLARPKLR. The MHC is HLA-DQA10102-DQB10602 with pseudo-sequence HLA-DQA10102-DQB10602. The binding affinity (normalized) is 0.304. (2) The peptide sequence is YDKFLANVSTVLWGK. The MHC is DRB1_0401 with pseudo-sequence DRB1_0401. The binding affinity (normalized) is 0.613. (3) The peptide sequence is GIISHLLKVRDNNVY. The MHC is DRB1_0101 with pseudo-sequence DRB1_0101. The binding affinity (normalized) is 0.778. (4) The peptide sequence is AAGGWDSLAAELATT. The MHC is DRB1_0401 with pseudo-sequence DRB1_0401. The binding affinity (normalized) is 0.287. (5) The peptide sequence is VIGLLPQNMVLTTQG. The MHC is DRB1_0101 with pseudo-sequence DRB1_0101. The binding affinity (normalized) is 0.945.